Dataset: Full USPTO retrosynthesis dataset with 1.9M reactions from patents (1976-2016). Task: Predict the reactants needed to synthesize the given product. (1) Given the product [C:22]([CH:24]([CH:40]([C:41]1[CH:46]=[CH:45][C:44]([O:47][CH2:48][CH2:49][O:50][C:51]2[C:52]([Cl:59])=[CH:53][C:54]([CH3:58])=[CH:55][C:56]=2[Cl:57])=[CH:43][CH:42]=1)[CH2:8][C:2]1[CH:7]=[CH:6][CH:5]=[CH:4][N:3]=1)[C:25]([N:27]([CH:37]1[CH2:38][CH2:39]1)[CH2:28][C:29]1[CH:34]=[CH:33][CH:32]=[C:31]([CH3:35])[C:30]=1[CH3:36])=[O:26])#[N:23], predict the reactants needed to synthesize it. The reactants are: Br[C:2]1[CH:7]=[CH:6][CH:5]=[CH:4][N:3]=1.[CH2:8]([Li])CCC.C(SCCCC)CCC.[C:22](/[C:24](=[CH:40]\[C:41]1[CH:46]=[CH:45][C:44]([O:47][CH2:48][CH2:49][O:50][C:51]2[C:56]([Cl:57])=[CH:55][C:54]([CH3:58])=[CH:53][C:52]=2[Cl:59])=[CH:43][CH:42]=1)/[C:25]([N:27]([CH:37]1[CH2:39][CH2:38]1)[CH2:28][C:29]1[CH:34]=[CH:33][CH:32]=[C:31]([CH3:35])[C:30]=1[CH3:36])=[O:26])#[N:23]. (2) Given the product [CH:1]1([C:4]2[N:8]([CH2:9][C:10]3[CH:11]=[CH:12][C:13]([C:16]4[CH:21]=[CH:20][CH:19]=[CH:18][C:17]=4[C:22]4[N:26]=[C:25]([C:46]([O-:48])=[O:47])[O:24][N:23]=4)=[CH:14][CH:15]=3)[C:7]3[C:28]([C:32]([O:34][CH2:35][C:36]4[O:37][C:38](=[O:42])[O:39][C:40]=4[CH3:41])=[O:33])=[CH:29][CH:30]=[CH:31][C:6]=3[N:5]=2)[CH2:3][CH2:2]1.[K+:53], predict the reactants needed to synthesize it. The reactants are: [CH:1]1([C:4]2[N:8]([CH2:9][C:10]3[CH:15]=[CH:14][C:13]([C:16]4[CH:21]=[CH:20][CH:19]=[CH:18][C:17]=4[C:22]4[NH:26][C:25](=O)[O:24][N:23]=4)=[CH:12][CH:11]=3)[C:7]3[C:28]([C:32]([O:34][CH2:35][C:36]4[O:37][C:38](=[O:42])[O:39][C:40]=4[CH3:41])=[O:33])=[CH:29][CH:30]=[CH:31][C:6]=3[N:5]=2)[CH2:3][CH2:2]1.C(C(CCCC)[C:46]([O-:48])=[O:47])C.[K+:53]. (3) Given the product [ClH:2].[Cl:2][C:3]1[CH:11]=[C:10]([O:12][CH:13]2[CH2:18][CH2:17][N:16]([CH:19]([CH3:21])[CH3:20])[CH2:15][CH2:14]2)[CH:9]=[CH:8][C:4]=1[C:5]([N:58]1[CH2:57][C:56]2[C:60](=[CH:61][CH:62]=[C:54]([F:53])[CH:55]=2)[CH2:59]1)=[O:6], predict the reactants needed to synthesize it. The reactants are: Cl.[Cl:2][C:3]1[CH:11]=[C:10]([O:12][CH:13]2[CH2:18][CH2:17][N:16]([CH:19]([CH3:21])[CH3:20])[CH2:15][CH2:14]2)[CH:9]=[CH:8][C:4]=1[C:5](Cl)=[O:6].CCN(CC1C=CC=CC=1)CC.C=CC1C=CC=CC=1.C=CC1C=CC(C=C)=CC=1.Cl.[F:53][C:54]1[CH:55]=[C:56]2[C:60](=[CH:61][CH:62]=1)[CH2:59][NH:58][CH2:57]2. (4) Given the product [ClH:36].[F:1][C:2]1[C:7]([CH3:8])=[CH:6][C:5]2[N:9]([CH:10]3[CH2:15][CH2:14][N:13]([C@H:16]4[CH2:21][CH2:20][C@@H:19]([O:22][CH2:23][CH2:24][CH3:25])[CH2:18][CH2:17]4)[CH2:12][CH2:11]3)[C:37](=[O:39])[NH:26][C:4]=2[CH:3]=1, predict the reactants needed to synthesize it. The reactants are: [F:1][C:2]1[CH:3]=[C:4]([NH2:26])[C:5]([NH:9][CH:10]2[CH2:15][CH2:14][N:13]([C@H:16]3[CH2:21][CH2:20][C@@H:19]([O:22][CH2:23][CH2:24][CH3:25])[CH2:18][CH2:17]3)[CH2:12][CH2:11]2)=[CH:6][C:7]=1[CH3:8].C(N(C(C)C)CC)(C)C.[Cl:36][C:37](Cl)([O:39]C(=O)OC(Cl)(Cl)Cl)Cl.C([O-])(O)=O.[Na+].